From a dataset of NCI-60 drug combinations with 297,098 pairs across 59 cell lines. Regression. Given two drug SMILES strings and cell line genomic features, predict the synergy score measuring deviation from expected non-interaction effect. (1) Cell line: NCI-H460. Synergy scores: CSS=67.5, Synergy_ZIP=3.37, Synergy_Bliss=3.83, Synergy_Loewe=-11.6, Synergy_HSA=4.52. Drug 1: CC1=C2C(C(=O)C3(C(CC4C(C3C(C(C2(C)C)(CC1OC(=O)C(C(C5=CC=CC=C5)NC(=O)C6=CC=CC=C6)O)O)OC(=O)C7=CC=CC=C7)(CO4)OC(=O)C)O)C)OC(=O)C. Drug 2: C1CN(CCN1C(=O)CCBr)C(=O)CCBr. (2) Drug 1: C1=CC=C(C(=C1)C(C2=CC=C(C=C2)Cl)C(Cl)Cl)Cl. Synergy scores: CSS=6.40, Synergy_ZIP=-1.28, Synergy_Bliss=1.54, Synergy_Loewe=1.94, Synergy_HSA=1.32. Drug 2: C1CNP(=O)(OC1)N(CCCl)CCCl. Cell line: HS 578T.